Task: Predict the reactants needed to synthesize the given product.. Dataset: Full USPTO retrosynthesis dataset with 1.9M reactions from patents (1976-2016) Given the product [CH3:27][C:3]1[CH:8]=[CH:7][C:6]([C:9]2[C:13]([CH:12]=[O:11])=[CH:14][CH:15]=[CH:16][CH:17]=2)=[CH:5][CH:4]=1, predict the reactants needed to synthesize it. The reactants are: [Mg].Br[C:3]1[CH:8]=[CH:7][C:6]([CH3:9])=[CH:5][CH:4]=1.C[O:11][C:12]1[CH:17]=[CH:16][CH:15]=[CH:14][C:13]=1C=NC1CCCCC1.Cl.[CH2:27]1COCC1.